From a dataset of Catalyst prediction with 721,799 reactions and 888 catalyst types from USPTO. Predict which catalyst facilitates the given reaction. (1) Reactant: [CH3:1][CH:2]1[C:8]2=[C:9]3[C:13](=[CH:14][CH:15]=[C:7]2[O:6][CH2:5][CH2:4][N:3]1[C:16]([O:18][C:19]([CH3:22])([CH3:21])[CH3:20])=[O:17])[NH:12][CH:11]=[CH:10]3.[H-].[Na+].[CH3:25][C:26]1[O:27][C:28]([CH3:35])=[CH:29][C:30]=1[S:31](Cl)(=[O:33])=[O:32]. Product: [CH3:25][C:26]1[O:27][C:28]([CH3:35])=[CH:29][C:30]=1[S:31]([N:12]1[C:13]2[C:9](=[C:8]3[CH:2]([CH3:1])[N:3]([C:16]([O:18][C:19]([CH3:21])([CH3:20])[CH3:22])=[O:17])[CH2:4][CH2:5][O:6][C:7]3=[CH:15][CH:14]=2)[CH:10]=[CH:11]1)(=[O:33])=[O:32]. The catalyst class is: 3. (2) Reactant: [C:1]([C:3]1[CH:8]=[CH:7][C:6]([CH:9]2[N:14]3[N:15]=[C:16]([N:18]4[C:26](=[O:27])[C:25]5[C:20](=[CH:21][CH:22]=[CH:23][CH:24]=5)[C:19]4=[O:28])[N:17]=[C:13]3[NH:12][C:11]([CH3:29])=[C:10]2[C:30]([O:32][CH2:33][CH3:34])=[O:31])=[CH:5][CH:4]=1)#[N:2].[F:35][C:36]([F:47])([F:46])[C:37]1[CH:38]=[C:39](B(O)O)[CH:40]=[CH:41][CH:42]=1.N1C=CC=CC=1.C(N(CC)CC)C. Product: [C:1]([C:3]1[CH:4]=[CH:5][C:6]([CH:9]2[N:14]3[N:15]=[C:16]([N:18]4[C:19](=[O:28])[C:20]5[C:25](=[CH:24][CH:23]=[CH:22][CH:21]=5)[C:26]4=[O:27])[N:17]=[C:13]3[N:12]([C:41]3[CH:40]=[CH:39][CH:38]=[C:37]([C:36]([F:47])([F:46])[F:35])[CH:42]=3)[C:11]([CH3:29])=[C:10]2[C:30]([O:32][CH2:33][CH3:34])=[O:31])=[CH:7][CH:8]=1)#[N:2]. The catalyst class is: 732. (3) Reactant: [Cl:1][C:2]1[CH:7]=[CH:6][C:5]([C:8]2[C:17]3[C:12](=[CH:13][CH:14]=[C:15]([C:18]([OH:20])=O)[CH:16]=3)[CH:11]=[N:10][CH:9]=2)=[CH:4][CH:3]=1.F[B-](F)(F)F.N1(OC(N(C)C)=[N+](C)C)C2C=CC=CC=2N=N1.C(N(CC)C(C)C)(C)C.[NH2:52][CH2:53][C:54]1([CH3:60])[NH:58][C:57](=[O:59])[CH2:56][CH2:55]1. Product: [Cl:1][C:2]1[CH:7]=[CH:6][C:5]([C:8]2[C:17]3[C:12](=[CH:13][CH:14]=[C:15]([C:18]([NH:52][CH2:53][C:54]4([CH3:60])[CH2:55][CH2:56][C:57](=[O:59])[NH:58]4)=[O:20])[CH:16]=3)[CH:11]=[N:10][CH:9]=2)=[CH:4][CH:3]=1. The catalyst class is: 9. (4) Reactant: [O:1]=[C:2]1[CH2:6][CH2:5][CH2:4][CH:3]1[C:7]([O:9][CH2:10][CH3:11])=[O:8].C(=O)([O-])[O-].[K+].[K+].Br[CH2:19][CH2:20][CH:21]([CH3:23])[CH3:22]. Product: [CH2:19]([C:3]1([C:7]([O:9][CH2:10][CH3:11])=[O:8])[CH2:4][CH2:5][CH2:6][C:2]1=[O:1])[CH2:20][CH:21]([CH3:23])[CH3:22]. The catalyst class is: 21. (5) Reactant: [H-].[Al+3].[Li+].[H-].[H-].[H-].[O:7]1[CH2:11][CH2:10][O:9][CH:8]1[CH2:12][CH2:13][C:14]#[N:15].O.[OH-].[Na+]. Product: [O:7]1[CH2:11][CH2:10][O:9][CH:8]1[CH2:12][CH2:13][CH2:14][NH2:15]. The catalyst class is: 28. (6) Product: [F:23][C:18]1[CH:17]=[C:16]([CH:21]=[CH:20][C:19]=1[F:22])[CH2:15][N:11]1[CH:12]=[CH:13][CH:14]=[C:9]([C:7]([NH:6][C@@H:5]([C:25]2[S:26][C:27]([C:30]3[C:38]4[C:33](=[N:34][CH:35]=[CH:36][CH:37]=4)[NH:32][CH:31]=3)=[CH:28][CH:29]=2)[CH2:4][C:3]([OH:48])=[O:2])=[O:8])[C:10]1=[O:24]. The catalyst class is: 779. Reactant: C[O:2][C:3](=[O:48])[CH2:4][C@H:5]([C:25]1[S:26][C:27]([C:30]2[C:38]3[C:33](=[N:34][CH:35]=[CH:36][CH:37]=3)[N:32](S(C3C=CC=CC=3)(=O)=O)[CH:31]=2)=[CH:28][CH:29]=1)[NH:6][C:7]([C:9]1[C:10](=[O:24])[N:11]([CH2:15][C:16]2[CH:21]=[CH:20][C:19]([F:22])=[C:18]([F:23])[CH:17]=2)[CH:12]=[CH:13][CH:14]=1)=[O:8].C(Cl)Cl.